From a dataset of Reaction yield outcomes from USPTO patents with 853,638 reactions. Predict the reaction yield, written as a fraction of the theoretical maximum amount of product (1.0 means a 100% yield; for example, 0.34 means a 34% yield). (1) The reactants are FC(F)(F)C(O)=O.[CH:8]1([S:14][C:15]2[N:19]([C:20]3[CH:25]=[CH:24][C:23]([C:26]([O:28][CH3:29])=[O:27])=[CH:22][CH:21]=3)[N:18]=[CH:17][C:16]=2[C:30]([O:32]C(C)(C)C)=[O:31])[CH2:13][CH2:12][CH2:11][CH2:10][CH2:9]1. The catalyst is C(Cl)Cl. The product is [CH:8]1([S:14][C:15]2[N:19]([C:20]3[CH:25]=[CH:24][C:23]([C:26]([O:28][CH3:29])=[O:27])=[CH:22][CH:21]=3)[N:18]=[CH:17][C:16]=2[C:30]([OH:32])=[O:31])[CH2:9][CH2:10][CH2:11][CH2:12][CH2:13]1. The yield is 1.00. (2) The reactants are [O:1]=[C:2]1[CH:6]=[CH:5][C:4](=[O:7])[N:3]1[CH2:8][CH2:9][O:10][CH2:11][CH2:12][O:13][CH2:14][CH2:15][O:16][CH2:17][CH2:18][O:19][CH2:20][CH2:21][O:22][CH2:23][CH2:24][O:25][CH2:26][CH2:27][C:28]([NH:30][C@H:31]([C:35]([NH:37][C@H:38]([C:46]([NH:48][C:49]1[CH:54]=[CH:53][C:52]([CH2:55][OH:56])=[CH:51][CH:50]=1)=[O:47])[CH2:39][CH2:40][CH2:41][NH:42][C:43](=[O:45])[NH2:44])=[O:36])[CH:32]([CH3:34])[CH3:33])=[O:29].[C:57](=O)([O:68]C1C=CC([N+]([O-])=O)=CC=1)[O:58][C:59]1[CH:64]=[CH:63][C:62]([N+:65]([O-:67])=[O:66])=[CH:61][CH:60]=1.CCN(C(C)C)C(C)C.C(O)(C(F)(F)F)=O. The catalyst is CN(C=O)C.O.C(#N)C. The product is [O:7]=[C:4]1[CH:5]=[CH:6][C:2](=[O:1])[N:3]1[CH2:8][CH2:9][O:10][CH2:11][CH2:12][O:13][CH2:14][CH2:15][O:16][CH2:17][CH2:18][O:19][CH2:20][CH2:21][O:22][CH2:23][CH2:24][O:25][CH2:26][CH2:27][C:28]([NH:30][C@H:31]([C:35]([NH:37][C@H:38]([C:46]([NH:48][C:49]1[CH:54]=[CH:53][C:52]([CH2:55][O:56][C:57]([O:58][C:59]2[CH:60]=[CH:61][C:62]([N+:65]([O-:67])=[O:66])=[CH:63][CH:64]=2)=[O:68])=[CH:51][CH:50]=1)=[O:47])[CH2:39][CH2:40][CH2:41][NH:42][C:43](=[O:45])[NH2:44])=[O:36])[CH:32]([CH3:33])[CH3:34])=[O:29]. The yield is 0.710.